Dataset: Forward reaction prediction with 1.9M reactions from USPTO patents (1976-2016). Task: Predict the product of the given reaction. (1) Given the reactants Cl[C:2]1[CH:7]=[C:6]([C:8]2[CH:13]=[CH:12][CH:11]=[C:10]([CH3:14])[C:9]=2[CH3:15])[N:5]=[C:4]([NH2:16])[N:3]=1.[NH2:17][CH2:18][CH2:19][CH2:20][N:21]1[C:29](=[O:30])[C:28]2[C:23](=[N:24][CH:25]=[CH:26][CH:27]=2)[CH2:22]1.C(N(CC)CC)C.CO, predict the reaction product. The product is: [NH2:16][C:4]1[N:3]=[C:2]([NH:17][CH2:18][CH2:19][CH2:20][N:21]2[C:29](=[O:30])[C:28]3[C:23](=[N:24][CH:25]=[CH:26][CH:27]=3)[CH2:22]2)[CH:7]=[C:6]([C:8]2[CH:13]=[CH:12][CH:11]=[C:10]([CH3:14])[C:9]=2[CH3:15])[N:5]=1. (2) Given the reactants N1C=CC=CC=1.F.[Si]([O:25][CH2:26][C@@H:27]([NH:48][C:49]([C:51]1[S:52][C:53]2[CH2:54][N:55]([CH3:60])[CH2:56][CH2:57][C:58]=2[N:59]=1)=[O:50])[C@H:28]([NH:35][C:36]([C:38]1[NH:39][C:40]2[C:45]([CH:46]=1)=[CH:44][C:43]([Cl:47])=[CH:42][CH:41]=2)=[O:37])[CH2:29][C:30]([O:32][CH2:33][CH3:34])=[O:31])(C(C)(C)C)(C1C=CC=CC=1)C1C=CC=CC=1.N1C=CC=CC=1, predict the reaction product. The product is: [Cl:47][C:43]1[CH:44]=[C:45]2[C:40](=[CH:41][CH:42]=1)[NH:39][C:38]([C:36]([NH:35][C@@H:28]([C@H:27]([NH:48][C:49]([C:51]1[S:52][C:53]3[CH2:54][N:55]([CH3:60])[CH2:56][CH2:57][C:58]=3[N:59]=1)=[O:50])[CH2:26][OH:25])[CH2:29][C:30]([O:32][CH2:33][CH3:34])=[O:31])=[O:37])=[CH:46]2.